Dataset: Forward reaction prediction with 1.9M reactions from USPTO patents (1976-2016). Task: Predict the product of the given reaction. (1) Given the reactants [CH:1]1([NH:6][C:7]2[N:12]3[N:13]=[C:14]([C:32]4[CH:37]=[CH:36][C:35]([O:38][CH3:39])=[CH:34][CH:33]=4)[C:15]([C:16]4[CH:21]=[CH:20][N:19]=[C:18]([NH:22][C:23]5[CH:28]=[CH:27][CH:26]=[C:25]([N+:29]([O-])=O)[CH:24]=5)[N:17]=4)=[C:11]3[CH:10]=[CH:9][CH:8]=2)[CH2:5][CH2:4][CH2:3][CH2:2]1.O.O.[Sn](Cl)Cl.C(=O)(O)[O-].[Na+].CCOCC, predict the reaction product. The product is: [CH:1]1([NH:6][C:7]2[N:12]3[N:13]=[C:14]([C:32]4[CH:33]=[CH:34][C:35]([O:38][CH3:39])=[CH:36][CH:37]=4)[C:15]([C:16]4[CH:21]=[CH:20][N:19]=[C:18]([NH:22][C:23]5[CH:24]=[C:25]([NH2:29])[CH:26]=[CH:27][CH:28]=5)[N:17]=4)=[C:11]3[CH:10]=[CH:9][CH:8]=2)[CH2:5][CH2:4][CH2:3][CH2:2]1. (2) Given the reactants [F:1][C:2]1[C:7]([O:8][CH3:9])=[CH:6][C:5]([O:10][CH3:11])=[C:4]([F:12])[C:3]=1[N:13]1[CH2:22][C:21]2[CH:20]=[N:19][C:18]3[N:23](S(C4C=CC=CC=4)(=O)=O)[C:24]([CH2:26][N:27]4[CH2:32][CH2:31][O:30][CH2:29][CH2:28]4)=[CH:25][C:17]=3[C:16]=2[C:15]([CH3:43])([CH3:42])[C:14]1=[O:44].[F-].C([N+](CCCC)(CCCC)CCCC)CCC, predict the reaction product. The product is: [F:12][C:4]1[C:5]([O:10][CH3:11])=[CH:6][C:7]([O:8][CH3:9])=[C:2]([F:1])[C:3]=1[N:13]1[CH2:22][C:21]2[CH:20]=[N:19][C:18]3[NH:23][C:24]([CH2:26][N:27]4[CH2:32][CH2:31][O:30][CH2:29][CH2:28]4)=[CH:25][C:17]=3[C:16]=2[C:15]([CH3:42])([CH3:43])[C:14]1=[O:44]. (3) Given the reactants [NH:1]1[C:5]2[CH:6]=[CH:7][CH:8]=[CH:9][C:4]=2[N:3]=[C:2]1[C:10]1[CH:11]=[C:12]([CH:14]=[CH:15][C:16]=1[Cl:17])[NH2:13].[C:18]([C:20]1[CH:28]=[C:27]([N:29]2[CH2:34][C@@H:33]([CH3:35])[N:32]([CH3:36])[C@@H:31]([CH3:37])[CH2:30]2)[CH:26]=[CH:25][C:21]=1[C:22](O)=[O:23])#[N:19].C(C1C=C(F)C=CC=1C(OC)=O)#N.[ClH:51].Cl.CN1[C@H](C)CNC[C@@H]1C, predict the reaction product. The product is: [ClH:17].[ClH:51].[NH:1]1[C:5]2[CH:6]=[CH:7][CH:8]=[CH:9][C:4]=2[N:3]=[C:2]1[C:10]1[CH:11]=[C:12]([NH:13][C:22](=[O:23])[C:21]2[CH:25]=[CH:26][C:27]([N:29]3[CH2:30][C@@H:31]([CH3:37])[N:32]([CH3:36])[C@@H:33]([CH3:35])[CH2:34]3)=[CH:28][C:20]=2[C:18]#[N:19])[CH:14]=[CH:15][C:16]=1[Cl:17]. (4) Given the reactants Br[C:2]1[C:7]2[CH2:8][C@@H:9]([CH3:11])[O:10][C:6]=2[C:5]([NH2:12])=[CH:4][C:3]=1[CH3:13].[N:14]1[CH:19]=[CH:18][C:17](B(O)O)=[CH:16][CH:15]=1.C([O-])([O-])=O.[Cs+].[Cs+].O, predict the reaction product. The product is: [CH3:11][C@@H:9]1[CH2:8][C:7]2[C:2]([C:17]3[CH:18]=[CH:19][N:14]=[CH:15][CH:16]=3)=[C:3]([CH3:13])[CH:4]=[C:5]([NH2:12])[C:6]=2[O:10]1.